This data is from Catalyst prediction with 721,799 reactions and 888 catalyst types from USPTO. The task is: Predict which catalyst facilitates the given reaction. (1) Reactant: [NH2:1][C:2]([C:5]1[CH:6]=[CH:7][C:8]2[C:12]([CH3:14])([CH3:13])[O:11][B:10]([OH:15])[C:9]=2[CH:16]=1)([CH3:4])[CH3:3].CN(C(ON1N=NC2C=CC=NC1=2)=[N+](C)C)C.F[P-](F)(F)(F)(F)F.CCN(C(C)C)C(C)C.[CH3:50][C:51]1[CH:59]=[C:58]([C:60]2[CH2:64][C:63]([C:69]3[CH:74]=[C:73]([Cl:75])[C:72]([Cl:76])=[C:71]([Cl:77])[CH:70]=3)([C:65]([F:68])([F:67])[F:66])[O:62][N:61]=2)[CH:57]=[CH:56][C:52]=1[C:53](O)=[O:54]. Product: [OH:15][B:10]1[C:9]2[CH:16]=[C:5]([C:2]([NH:1][C:53](=[O:54])[C:52]3[CH:56]=[CH:57][C:58]([C:60]4[CH2:64][C:63]([C:69]5[CH:74]=[C:73]([Cl:75])[C:72]([Cl:76])=[C:71]([Cl:77])[CH:70]=5)([C:65]([F:68])([F:67])[F:66])[O:62][N:61]=4)=[CH:59][C:51]=3[CH3:50])([CH3:4])[CH3:3])[CH:6]=[CH:7][C:8]=2[C:12]([CH3:14])([CH3:13])[O:11]1. The catalyst class is: 721. (2) Reactant: [CH3:1][C:2]([O:5][C:6]([NH:8][C@@H:9]([CH2:14][C:15]1[CH:20]=[CH:19][C:18]([C:21]([F:24])([F:23])[F:22])=[CH:17][CH:16]=1)[CH2:10][C:11](O)=[O:12])=[O:7])([CH3:4])[CH3:3].B.C1COCC1. Product: [OH:12][CH2:11][CH2:10][C@@H:9]([NH:8][C:6](=[O:7])[O:5][C:2]([CH3:3])([CH3:1])[CH3:4])[CH2:14][C:15]1[CH:16]=[CH:17][C:18]([C:21]([F:24])([F:23])[F:22])=[CH:19][CH:20]=1. The catalyst class is: 1. (3) Reactant: C(=O)([O-])[O-].[K+].[K+].[I:7][C:8]1[CH:13]=[CH:12][C:11]([OH:14])=[C:10]([CH3:15])[CH:9]=1.Br[CH2:17][C:18]#[N:19]. Product: [I:7][C:8]1[CH:13]=[CH:12][C:11]([O:14][CH2:17][C:18]#[N:19])=[C:10]([CH3:15])[CH:9]=1. The catalyst class is: 3. (4) Reactant: [CH2:1]([NH:6][S:7]([CH3:10])(=[O:9])=[O:8])[C:2]([CH3:5])([CH3:4])[CH3:3].[Cl:11][C:12]1[N:17]=[C:16](Cl)[CH:15]=[CH:14][N:13]=1.[H-].[Na+]. Product: [Cl:11][C:12]1[N:17]=[C:16]([N:6]([CH2:1][C:2]([CH3:5])([CH3:4])[CH3:3])[S:7]([CH3:10])(=[O:9])=[O:8])[CH:15]=[CH:14][N:13]=1. The catalyst class is: 3. (5) Reactant: [CH3:1][O:2][N:3]([CH3:21])[C:4]([CH:6]1[CH2:11][CH2:10][N:9]([C:12]2[CH:17]=[CH:16][C:15]([N+:18]([O-])=O)=[CH:14][CH:13]=2)[CH2:8][CH2:7]1)=[O:5].C(=O)=O.[H][H].[ClH:27]. Product: [ClH:27].[ClH:27].[CH3:1][O:2][N:3]([CH3:21])[C:4]([CH:6]1[CH2:11][CH2:10][N:9]([C:12]2[CH:13]=[CH:14][C:15]([NH2:18])=[CH:16][CH:17]=2)[CH2:8][CH2:7]1)=[O:5]. The catalyst class is: 696. (6) Reactant: Cl[C:2]1[N:10]2[C:6](=[N:7][C:8]3[CH:14]=[CH:13][CH:12]=[CH:11][C:9]=32)[C:5]([C:15]#[N:16])=[C:4]([CH3:17])[C:3]=1[C:18]1[CH:23]=[CH:22][CH:21]=[CH:20][CH:19]=1.[C:24]([O:28][C:29]([NH:31][CH:32]1[CH2:36][CH2:35][C:34]([Sn](CCCC)(CCCC)CCCC)=[CH:33]1)=[O:30])([CH3:27])([CH3:26])[CH3:25].C(C1C=C(C)C=C(C(C)(C)C)C=1O)(C)(C)C. Product: [C:24]([O:28][C:29]([NH:31][CH:32]1[CH2:36][CH2:35][C:34]([C:2]2[N:10]3[C:6](=[N:7][C:8]4[CH:14]=[CH:13][CH:12]=[CH:11][C:9]=43)[C:5]([C:15]#[N:16])=[C:4]([CH3:17])[C:3]=2[C:18]2[CH:19]=[CH:20][CH:21]=[CH:22][CH:23]=2)=[CH:33]1)=[O:30])([CH3:27])([CH3:25])[CH3:26]. The catalyst class is: 658.